This data is from Forward reaction prediction with 1.9M reactions from USPTO patents (1976-2016). The task is: Predict the product of the given reaction. (1) Given the reactants Br[CH:2](Br)[C:3]1[CH:4]=[CH:5][CH:6]=[C:7]2[C:12]=1[N:11]=[C:10]([O:13][CH3:14])[CH:9]=[N:8]2.C([OH:18])C, predict the reaction product. The product is: [CH3:14][O:13][C:10]1[CH:9]=[N:8][C:7]2[CH:6]=[CH:5][CH:4]=[C:3]([CH:2]=[O:18])[C:12]=2[N:11]=1. (2) The product is: [C:28]([O:32][C:33](=[O:51])[CH2:34][C@@H:35]1[C:41]2[CH:42]=[CH:43][CH:44]=[CH:45][C:40]=2[N:39]([CH2:46][C:47]([OH:49])=[O:48])[C:38](=[O:50])[CH2:37][CH2:36]1)([CH3:31])([CH3:29])[CH3:30]. Given the reactants C(OC(=O)CC1(CC(O)=O)C2C=CC=CC=2NC(=O)CC1)(C)(C)C.C(N)C.[C:28]([O:32][C:33](=[O:51])[CH2:34][C@@H:35]1[C:41]2[CH:42]=[CH:43][CH:44]=[CH:45][C:40]=2[N:39]([CH2:46][C:47]([O-:49])=[O:48])[C:38](=[O:50])[CH2:37][CH2:36]1)([CH3:31])([CH3:30])[CH3:29].C([NH3+])C, predict the reaction product. (3) Given the reactants [CH2:1]([C:4]1[CH:9]=[CH:8][CH:7]=[CH:6][CH:5]=1)[CH:2]=[CH2:3].[N+:10]([CH2:13][C:14]([O:16][CH2:17][CH3:18])=[O:15])([O-])=[O:11].C1N2CCN(CC2)C1, predict the reaction product. The product is: [CH2:1]([CH:2]1[O:11][N:10]=[C:13]([C:14]([O:16][CH2:17][CH3:18])=[O:15])[CH2:3]1)[C:4]1[CH:9]=[CH:8][CH:7]=[CH:6][CH:5]=1. (4) Given the reactants [C:1]([C:5]([C:8]([O:11][CH2:12][C:13]([C:16](F)=[O:17])([F:15])[F:14])([F:10])[F:9])([F:7])[F:6])([F:4])([F:3])[F:2].S(=O)(=O)(O)[OH:20], predict the reaction product. The product is: [C:1]([C:5]([C:8]([O:11][CH2:12][C:13]([C:16]([OH:17])=[O:20])([F:14])[F:15])([F:9])[F:10])([F:6])[F:7])([F:2])([F:3])[F:4]. (5) Given the reactants Cl[C:2]1[N:7]2[N:8]=[CH:9][C:10]([C:11]([O:13][CH2:14][CH3:15])=[O:12])=[C:6]2[N:5]=[CH:4][C:3]=1[C:16]([N:18]1[CH2:23][CH2:22][C:21]2([C:27]3[CH:28]=[CH:29][CH:30]=[CH:31][C:26]=3[O:25][CH2:24]2)[CH2:20][CH2:19]1)=[O:17].[CH3:32][C:33]1[CH:39]=[CH:38][C:37]([CH3:40])=[CH:36][C:34]=1[NH2:35], predict the reaction product. The product is: [CH3:32][C:33]1[CH:39]=[CH:38][C:37]([CH3:40])=[CH:36][C:34]=1[NH:35][C:2]1[N:7]2[N:8]=[CH:9][C:10]([C:11]([O:13][CH2:14][CH3:15])=[O:12])=[C:6]2[N:5]=[CH:4][C:3]=1[C:16]([N:18]1[CH2:23][CH2:22][C:21]2([C:27]3[CH:28]=[CH:29][CH:30]=[CH:31][C:26]=3[O:25][CH2:24]2)[CH2:20][CH2:19]1)=[O:17]. (6) The product is: [CH2:18]([N:3]([CH2:1][CH3:2])[CH2:4][CH2:5][CH2:6][C:7]1[CH:8]=[C:9]2[C:13](=[CH:14][CH:15]=1)[NH:12][C:11]([CH:16]=[O:17])=[CH:10]2)[CH3:19]. Given the reactants [CH2:1]([N:3]([CH2:18][CH3:19])[CH2:4][CH2:5][CH2:6][C:7]1[CH:8]=[C:9]2[C:13](=[CH:14][CH:15]=1)[NH:12][C:11]([CH2:16][OH:17])=[CH:10]2)[CH3:2], predict the reaction product. (7) Given the reactants [CH3:1][C:2]1[CH:7]=[CH:6][N:5]=[CH:4][C:3]=1[C:8](=[S:10])[NH2:9].[Cl:11][CH2:12][C:13]([C:15]1[CH:20]=[CH:19][C:18]([Cl:21])=[CH:17][C:16]=1[Cl:22])=O.CO.ClCCl, predict the reaction product. The product is: [ClH:11].[CH3:1][C:2]1[CH:7]=[CH:6][N:5]=[CH:4][C:3]=1[C:8]1[S:10][CH:12]=[C:13]([C:15]2[CH:20]=[CH:19][C:18]([Cl:21])=[CH:17][C:16]=2[Cl:22])[N:9]=1. (8) Given the reactants [CH3:1][C:2]1[CH:3]=[CH:4][C:5]([C:11]2[N:16]=[C:15]([CH3:17])[CH:14]=[CH:13][N:12]=2)=[C:6]([CH:10]=1)[C:7]([OH:9])=O.[Cl:18][C:19]1[CH:20]=[CH:21][C:22]2[O:26][C:25]([NH:27][CH2:28][C@@H:29]3[C@H:34]([CH3:35])[CH2:33][CH2:32][CH2:31][NH:30]3)=[N:24][C:23]=2[CH:36]=1, predict the reaction product. The product is: [Cl:18][C:19]1[CH:20]=[CH:21][C:22]2[O:26][C:25]([NH:27][CH2:28][C@@H:29]3[C@H:34]([CH3:35])[CH2:33][CH2:32][CH2:31][N:30]3[C:7]([C:6]3[CH:10]=[C:2]([CH3:1])[CH:3]=[CH:4][C:5]=3[C:11]3[N:16]=[C:15]([CH3:17])[CH:14]=[CH:13][N:12]=3)=[O:9])=[N:24][C:23]=2[CH:36]=1.